From a dataset of Forward reaction prediction with 1.9M reactions from USPTO patents (1976-2016). Predict the product of the given reaction. (1) Given the reactants [NH2:1][CH2:2][CH2:3][C:4]1[N:5]([CH:27]([C:34]2[CH:39]=[CH:38][CH:37]=[CH:36][CH:35]=2)[C:28]2[CH:33]=[CH:32][CH:31]=[CH:30][CH:29]=2)[C:6]2[C:11]([C:12]=1[CH2:13][CH2:14][O:15][C:16]1[CH:25]=[CH:24][C:19]([C:20]([O:22]C)=[O:21])=[CH:18][CH:17]=1)=[CH:10][C:9]([Cl:26])=[CH:8][CH:7]=2.[CH:40]1[C:49]2[C:44](=[CH:45][CH:46]=[CH:47][CH:48]=2)[CH:43]=[CH:42][C:41]=1[S:50](Cl)(=[O:52])=[O:51], predict the reaction product. The product is: [CH:27]([N:5]1[C:6]2[C:11](=[CH:10][C:9]([Cl:26])=[CH:8][CH:7]=2)[C:12]([CH2:13][CH2:14][O:15][C:16]2[CH:17]=[CH:18][C:19]([C:20]([OH:22])=[O:21])=[CH:24][CH:25]=2)=[C:4]1[CH2:3][CH2:2][NH:1][S:50]([C:41]1[CH:42]=[CH:43][C:44]2[C:49](=[CH:48][CH:47]=[CH:46][CH:45]=2)[CH:40]=1)(=[O:52])=[O:51])([C:28]1[CH:33]=[CH:32][CH:31]=[CH:30][CH:29]=1)[C:34]1[CH:35]=[CH:36][CH:37]=[CH:38][CH:39]=1. (2) Given the reactants [C:1]([OH:4])(=O)[CH3:2].C[O:6][CH:7]1[CH2:11][CH2:10][CH:9](OC)O1.[F:14][C:15]([F:20])([F:19])C(O)=O.[F:21][C:22]([F:59])([F:58])[C:23]1[CH:24]=[C:25](C2N(C3C=CC(OC(F)(F)F)=CC=3)C(=O)C(NC3C=CC(OC(F)(F)F)=CC=3)=C2)[CH:26]=[CH:27][CH:28]=1.FC(F)(F)OC1C=[CH:67][C:66]([N:69]2C(C3C=CC=C(C(F)(F)F)C=3)CC(=O)C2=O)=[CH:65][CH:64]=1.C(OC(C)C)(=O)C.[CH3:95][C:96]([NH2:108])([C:98]1[CH:103]=[CH:102][CH:101]=[C:100]([C:104]([F:107])([F:106])[F:105])[N:99]=1)[CH3:97].C(=O)(O)[O-].[Na+], predict the reaction product. The product is: [CH3:97][C:96]([NH:108][C:11]1[C:7](=[O:6])[N:69]([C:66]2[CH:67]=[CH:2][C:1]([O:4][C:15]([F:20])([F:19])[F:14])=[CH:64][CH:65]=2)[CH:9]([C:25]2[CH:26]=[CH:27][CH:28]=[C:23]([C:22]([F:21])([F:58])[F:59])[CH:24]=2)[CH:10]=1)([C:98]1[CH:103]=[CH:102][CH:101]=[C:100]([C:104]([F:106])([F:107])[F:105])[N:99]=1)[CH3:95]. (3) Given the reactants [NH2:1][C:2]1[C:10]([Cl:11])=[C:9]([CH2:12][N:13]2[CH2:18][CH2:17][N:16]([C:19]([O:21][C:22]([CH3:25])([CH3:24])[CH3:23])=[O:20])[CH2:15][CH2:14]2)[C:8]([C:26]([F:29])([F:28])[F:27])=[CH:7][C:3]=1[C:4](O)=[O:5].Cl.[Cl:31][C:32]1[CH:33]=[CH:34][C:35]([S:40]([CH2:43][CH3:44])(=[O:42])=[O:41])=[C:36]([CH2:38][NH2:39])[CH:37]=1.NC1C=CC(C(F)(F)F)=CC=1C(NCC1C=C(Br)C=CC=1S(CC)(=O)=O)=O.CN(C(ON1N=NC2C=CC=CC1=2)=[N+](C)C)C.F[P-](F)(F)(F)(F)F, predict the reaction product. The product is: [NH2:1][C:2]1[C:10]([Cl:11])=[C:9]([CH2:12][N:13]2[CH2:14][CH2:15][N:16]([C:19]([O:21][C:22]([CH3:23])([CH3:25])[CH3:24])=[O:20])[CH2:17][CH2:18]2)[C:8]([C:26]([F:29])([F:28])[F:27])=[CH:7][C:3]=1[C:4](=[O:5])[NH:39][CH2:38][C:36]1[CH:37]=[C:32]([Cl:31])[CH:33]=[CH:34][C:35]=1[S:40]([CH2:43][CH3:44])(=[O:42])=[O:41].